From a dataset of Forward reaction prediction with 1.9M reactions from USPTO patents (1976-2016). Predict the product of the given reaction. (1) Given the reactants [F:1][CH2:2][CH2:3][C:4]1([CH2:10][CH2:11][C:12]2[CH:17]=[CH:16][C:15]([O:18][CH2:19][CH2:20][CH2:21][CH2:22][CH2:23][CH2:24][CH3:25])=[C:14]([C:26]([F:29])([F:28])[F:27])[CH:13]=2)[CH2:8][O:7]C(C)=[N:5]1.[ClH:30], predict the reaction product. The product is: [ClH:30].[NH2:5][C:4]([CH2:10][CH2:11][C:12]1[CH:17]=[CH:16][C:15]([O:18][CH2:19][CH2:20][CH2:21][CH2:22][CH2:23][CH2:24][CH3:25])=[C:14]([C:26]([F:27])([F:28])[F:29])[CH:13]=1)([CH2:3][CH2:2][F:1])[CH2:8][OH:7]. (2) Given the reactants [OH:1][CH:2]1[CH2:7][N:6]([C:8]([O:10][C:11]([CH3:14])([CH3:13])[CH3:12])=[O:9])[CH2:5][CH:4]([C:15]([O:17][CH3:18])=[O:16])[CH2:3]1.N1C=CN=C1.[CH3:24][C:25]([Si:28](Cl)([CH3:30])[CH3:29])([CH3:27])[CH3:26], predict the reaction product. The product is: [Si:28]([O:1][CH:2]1[CH2:7][N:6]([C:8]([O:10][C:11]([CH3:12])([CH3:13])[CH3:14])=[O:9])[CH2:5][CH:4]([C:15]([O:17][CH3:18])=[O:16])[CH2:3]1)([C:25]([CH3:27])([CH3:26])[CH3:24])([CH3:30])[CH3:29]. (3) The product is: [CH:16]1([CH2:18][CH2:17][O:20][CH:21]([O:1][C:2]2[CH:9]=[CH:8][C:5]([CH:6]=[CH2:7])=[CH:4][CH:3]=2)[CH3:22])[CH2:15][CH2:4][CH2:3][CH2:2][CH2:9]1.[OH:1][C:2]1[CH:9]=[CH:8][C:5]([CH:6]=[CH2:7])=[CH:4][CH:3]=1. Given the reactants [OH:1][C:2]1[CH:9]=[CH:8][C:5]([CH:6]=[CH2:7])=[CH:4][CH:3]=1.C(N([CH2:15][CH3:16])CC)C.[C:17]([O:20][CH2:21][CH3:22])(=O)[CH3:18].O, predict the reaction product. (4) Given the reactants [N:1]1([CH2:15][C:16]2[CH:24]=[CH:23][C:19]([C:20]([OH:22])=[O:21])=[CH:18][CH:17]=2)[CH2:14][CH2:13][CH2:12][NH:11][CH2:10][CH2:9][NH:8][CH2:7][CH2:6][CH2:5][NH:4][CH2:3][CH2:2]1.[CH3:25][OH:26].[F:27][C:28]([F:35])([F:34])[CH2:29][O:30]C(=O)C, predict the reaction product. The product is: [F:35][C:28]([F:27])([F:34])[C:29]([N:4]1[CH2:5][CH2:6][CH2:7][N:8]([C:25](=[O:26])[C:28]([F:35])([F:34])[F:27])[CH2:9][CH2:10][N:11]([C:29](=[O:30])[C:28]([F:35])([F:34])[F:27])[CH2:12][CH2:13][CH2:14][N:1]([CH2:15][C:16]2[CH:24]=[CH:23][C:19]([C:20]([OH:22])=[O:21])=[CH:18][CH:17]=2)[CH2:2][CH2:3]1)=[O:30]. (5) Given the reactants CCN(C(C)C)C(C)C.[C:10]([O:14][C:15]([N:17]1[CH:22]2[CH2:23][CH2:24][CH:18]1[CH2:19][C:20](=[C:25]([C:28]([OH:30])=O)[C:26]#[N:27])[CH2:21]2)=[O:16])([CH3:13])([CH3:12])[CH3:11].[Br:31][C:32]1[C:33]([S:39]([NH2:42])(=[O:41])=[O:40])=[C:34]([Cl:38])[S:35][C:36]=1[Cl:37], predict the reaction product. The product is: [C:10]([O:14][C:15]([N:17]1[CH:22]2[CH2:23][CH2:24][CH:18]1[CH2:19][C:20](=[C:25]([C:26]#[N:27])[C:28]([NH:42][S:39]([C:33]1[C:32]([Br:31])=[C:36]([Cl:37])[S:35][C:34]=1[Cl:38])(=[O:40])=[O:41])=[O:30])[CH2:21]2)=[O:16])([CH3:11])([CH3:12])[CH3:13]. (6) Given the reactants [CH2:1]([O:3][C:4](=[O:20])[CH:5]([O:17][CH2:18][CH3:19])[CH2:6][C:7]1[C:15]2[O:14][CH2:13][CH2:12][C:11]=2[C:10]([OH:16])=[CH:9][CH:8]=1)[CH3:2].Cl[CH2:22][C:23]1[N:24]=[C:25]([C:29]2[CH:34]=[CH:33][C:32]([O:35][CH:36]([CH3:38])[CH3:37])=[CH:31][CH:30]=2)[O:26][C:27]=1[CH3:28].C(=O)([O-])[O-].[K+].[K+].[I-].[K+], predict the reaction product. The product is: [CH2:1]([O:3][C:4](=[O:20])[CH:5]([O:17][CH2:18][CH3:19])[CH2:6][C:7]1[C:15]2[O:14][CH2:13][CH2:12][C:11]=2[C:10]([O:16][CH2:22][C:23]2[N:24]=[C:25]([C:29]3[CH:34]=[CH:33][C:32]([O:35][CH:36]([CH3:38])[CH3:37])=[CH:31][CH:30]=3)[O:26][C:27]=2[CH3:28])=[CH:9][CH:8]=1)[CH3:2]. (7) Given the reactants I[C:2]1[CH:7]=[C:6]([C:8]2[CH:13]=[CH:12][C:11]([C:14]([N:16]3[CH2:21][CH2:20][O:19][CH2:18][CH2:17]3)=[O:15])=[CH:10][N:9]=2)[CH:5]=[CH:4][C:3]=1[OH:22].C(N(CC)CC)C.[CH2:30]([OH:34])[CH2:31][C:32]#[CH:33], predict the reaction product. The product is: [N:16]1([C:14]([C:11]2[CH:12]=[CH:13][C:8]([C:6]3[CH:5]=[CH:4][C:3]4[O:22][C:32]([CH2:31][CH2:30][OH:34])=[CH:33][C:2]=4[CH:7]=3)=[N:9][CH:10]=2)=[O:15])[CH2:21][CH2:20][O:19][CH2:18][CH2:17]1.